This data is from Retrosynthesis with 50K atom-mapped reactions and 10 reaction types from USPTO. The task is: Predict the reactants needed to synthesize the given product. Given the product COc1ccc2c(c1)C1=C(SCC3(CCN(Cc4ccc(F)cc4)CC3)O1)C(=O)C2=O, predict the reactants needed to synthesize it. The reactants are: COc1ccc2c(c1)C1=C(SCC3(CCNCC3)O1)C(=O)C2=O.Fc1ccc(CBr)cc1.